This data is from Peptide-MHC class I binding affinity with 185,985 pairs from IEDB/IMGT. The task is: Regression. Given a peptide amino acid sequence and an MHC pseudo amino acid sequence, predict their binding affinity value. This is MHC class I binding data. The peptide sequence is IPKGIMMNV. The MHC is HLA-B51:01 with pseudo-sequence HLA-B51:01. The binding affinity (normalized) is 0.166.